Dataset: Drug-target binding data from BindingDB using IC50 measurements. Task: Regression. Given a target protein amino acid sequence and a drug SMILES string, predict the binding affinity score between them. We predict pIC50 (pIC50 = -log10(IC50 in M); higher means more potent). Dataset: bindingdb_ic50. The compound is COc1ccc(C2=NN(C)C(=O)C2(C)C)cc1OCc1ccccc1. The target protein sequence is MFMNKPFGSKRCEPFHESEHLCEAFAITEAILARYQRGKRSFTSSEKSGLAALIKRIPYDILVEVLDQSGFTPTSNATPPVDYLAMMEHTMTHGASITHALQYLNDLMTKCTGCPGIRTYYHNPNDDVLADPVHDTAALIDETTAVGKSVVTKQYLNIAGAHYIPLIHGDIVVGCVEVPRFSGNLEKLPSFPSLIRAVTCTAHKFIEEARINWNREKAEAMLQMATRLARDNLDETVLASSIMNTVKSLTESARCSLFLVKDDKLEAHFEDGNVVSIPKGTGIVGYVAQTGETVNIVDAYADDRFNREVDKATGYRTKTILCMPVMYEGTIVAVTQLINKLDLTTESGLRLPRVFGKRDEELFQTFSMFAGASLRNCRINDRLLKEKKKSDVILDVVTVLSNTDIRDVDGIVRHALHGAKKLLNADRSTLFLVDKERNELCSRMADSVAGKEIRFPCGQGIAGTVAASGVGENIQDAYQDPRFNREVDKQLGYRTQTILC.... The pIC50 is 5.0.